Dataset: Full USPTO retrosynthesis dataset with 1.9M reactions from patents (1976-2016). Task: Predict the reactants needed to synthesize the given product. (1) The reactants are: [C:1]1([C@@H:7]([NH2:10])[CH2:8]C)[CH:6]=[CH:5][CH:4]=[CH:3][CH:2]=1.Cl[C:12]1[N:20]=[CH:19][N:18]=[C:17]2[C:13]=1[NH:14][CH:15]=[N:16]2. Given the product [C:1]1([C@@H:7]([NH:10][C:12]2[N:20]=[CH:19][N:18]=[C:17]3[C:13]=2[NH:14][CH:15]=[N:16]3)[CH3:8])[CH:2]=[CH:3][CH:4]=[CH:5][CH:6]=1, predict the reactants needed to synthesize it. (2) Given the product [CH2:1]([O:8][NH:9][C:10]([C:12]1[CH:17]=[CH:16][CH:15]=[CH:14][C:13]=1[NH:18][CH2:19][C:20]1[CH:21]=[CH:22][C:23]([F:29])=[C:24]([CH:28]=1)[C:25]([NH:30][CH2:31][CH2:32][CH2:33][CH2:34][OH:35])=[O:27])=[O:11])[C:2]1[CH:7]=[CH:6][CH:5]=[CH:4][CH:3]=1, predict the reactants needed to synthesize it. The reactants are: [CH2:1]([O:8][NH:9][C:10]([C:12]1[CH:17]=[CH:16][CH:15]=[CH:14][C:13]=1[NH:18][CH2:19][C:20]1[CH:21]=[CH:22][C:23]([F:29])=[C:24]([CH:28]=1)[C:25]([OH:27])=O)=[O:11])[C:2]1[CH:7]=[CH:6][CH:5]=[CH:4][CH:3]=1.[NH2:30][CH2:31][CH2:32][CH2:33][CH2:34][OH:35]. (3) The reactants are: [Br:1][C:2]1[C:11]2[C:6](=[CH:7][C:8]([Cl:12])=[CH:9][CH:10]=2)[CH:5]=[N+:4]([O-])[CH:3]=1.P(Cl)(Cl)([Cl:16])=O. Given the product [Br:1][C:2]1[C:11]2[C:6](=[CH:7][C:8]([Cl:12])=[CH:9][CH:10]=2)[C:5]([Cl:16])=[N:4][CH:3]=1, predict the reactants needed to synthesize it.